From a dataset of Orexin1 receptor HTS with 218,158 compounds and 233 confirmed actives. Binary Classification. Given a drug SMILES string, predict its activity (active/inactive) in a high-throughput screening assay against a specified biological target. (1) The molecule is Clc1c(S(=O)(=O)NCc2occc2)cc(C(=O)N2CCN(CC2)c2c(F)cccc2)cc1. The result is 0 (inactive). (2) The drug is S1\C(C(=O)N(CCCC(O)=O)C1=S)=C\c1c(OCc2ccccc2)cccc1. The result is 0 (inactive). (3) The compound is Fc1c2nc3c(c(c2c(F)c(F)c1N(C)C)C)cccc3. The result is 1 (active). (4) The molecule is OC(=O)Cc1[nH]cnc1. The result is 0 (inactive).